From a dataset of NCI-60 drug combinations with 297,098 pairs across 59 cell lines. Regression. Given two drug SMILES strings and cell line genomic features, predict the synergy score measuring deviation from expected non-interaction effect. (1) Drug 1: COC1=CC(=CC(=C1O)OC)C2C3C(COC3=O)C(C4=CC5=C(C=C24)OCO5)OC6C(C(C7C(O6)COC(O7)C8=CC=CS8)O)O. Drug 2: CN1C2=C(C=C(C=C2)N(CCCl)CCCl)N=C1CCCC(=O)O.Cl. Cell line: MCF7. Synergy scores: CSS=40.9, Synergy_ZIP=-0.226, Synergy_Bliss=-0.310, Synergy_Loewe=-4.39, Synergy_HSA=3.01. (2) Drug 1: C#CCC(CC1=CN=C2C(=N1)C(=NC(=N2)N)N)C3=CC=C(C=C3)C(=O)NC(CCC(=O)O)C(=O)O. Drug 2: C(CCl)NC(=O)N(CCCl)N=O. Cell line: RXF 393. Synergy scores: CSS=2.59, Synergy_ZIP=-0.234, Synergy_Bliss=-1.81, Synergy_Loewe=-3.32, Synergy_HSA=-3.42. (3) Drug 2: C1=CC=C(C(=C1)C(C2=CC=C(C=C2)Cl)C(Cl)Cl)Cl. Synergy scores: CSS=7.33, Synergy_ZIP=-4.48, Synergy_Bliss=-0.733, Synergy_Loewe=-10.5, Synergy_HSA=-5.44. Cell line: PC-3. Drug 1: C1CN1C2=NC(=NC(=N2)N3CC3)N4CC4. (4) Drug 1: C1CN1C2=NC(=NC(=N2)N3CC3)N4CC4. Drug 2: CS(=O)(=O)OCCCCOS(=O)(=O)C. Cell line: M14. Synergy scores: CSS=14.2, Synergy_ZIP=1.81, Synergy_Bliss=4.33, Synergy_Loewe=-23.0, Synergy_HSA=1.20. (5) Synergy scores: CSS=39.8, Synergy_ZIP=-4.07, Synergy_Bliss=-5.13, Synergy_Loewe=-23.8, Synergy_HSA=-3.55. Cell line: HCT116. Drug 2: CC1=C(C(=O)C2=C(C1=O)N3CC4C(C3(C2COC(=O)N)OC)N4)N. Drug 1: CC12CCC(CC1=CCC3C2CCC4(C3CC=C4C5=CN=CC=C5)C)O. (6) Drug 1: CCC1=CC2CC(C3=C(CN(C2)C1)C4=CC=CC=C4N3)(C5=C(C=C6C(=C5)C78CCN9C7C(C=CC9)(C(C(C8N6C)(C(=O)OC)O)OC(=O)C)CC)OC)C(=O)OC.C(C(C(=O)O)O)(C(=O)O)O. Drug 2: C1=NC2=C(N=C(N=C2N1C3C(C(C(O3)CO)O)F)Cl)N. Cell line: MDA-MB-231. Synergy scores: CSS=26.8, Synergy_ZIP=-18.1, Synergy_Bliss=-13.3, Synergy_Loewe=-8.16, Synergy_HSA=-7.07. (7) Drug 1: C1C(C(OC1N2C=C(C(=O)NC2=O)F)CO)O. Drug 2: CN1C2=C(C=C(C=C2)N(CCCl)CCCl)N=C1CCCC(=O)O.Cl. Cell line: MALME-3M. Synergy scores: CSS=11.7, Synergy_ZIP=-2.66, Synergy_Bliss=1.77, Synergy_Loewe=-40.5, Synergy_HSA=1.69. (8) Drug 1: C1=CC(=C2C(=C1NCCNCCO)C(=O)C3=C(C=CC(=C3C2=O)O)O)NCCNCCO. Cell line: A549. Drug 2: C1=CC=C(C=C1)NC(=O)CCCCCCC(=O)NO. Synergy scores: CSS=54.9, Synergy_ZIP=4.02, Synergy_Bliss=3.41, Synergy_Loewe=-8.27, Synergy_HSA=4.93. (9) Drug 1: CC1=C(N=C(N=C1N)C(CC(=O)N)NCC(C(=O)N)N)C(=O)NC(C(C2=CN=CN2)OC3C(C(C(C(O3)CO)O)O)OC4C(C(C(C(O4)CO)O)OC(=O)N)O)C(=O)NC(C)C(C(C)C(=O)NC(C(C)O)C(=O)NCCC5=NC(=CS5)C6=NC(=CS6)C(=O)NCCC[S+](C)C)O. Drug 2: C1C(C(OC1N2C=NC3=C2NC=NCC3O)CO)O. Cell line: LOX IMVI. Synergy scores: CSS=33.7, Synergy_ZIP=0.216, Synergy_Bliss=-1.11, Synergy_Loewe=-13.8, Synergy_HSA=-1.13.